From a dataset of Reaction yield outcomes from USPTO patents with 853,638 reactions. Predict the reaction yield, written as a fraction of the theoretical maximum amount of product (1.0 means a 100% yield; for example, 0.34 means a 34% yield). (1) The reactants are [CH3:1][O:2][C:3]([NH:5][C@@H:6]([CH:59]([CH3:61])[CH3:60])[C:7]([N:9]1[C@H:13]([C:14]2[NH:18][C:17]3[C:19]4[C:24]([CH:25]=[CH:26][C:16]=3[N:15]=2)=[CH:23][C:22]2[C:27]3[C:32]([CH2:33][O:34][C:21]=2[CH:20]=4)=[CH:31][C:30]([C:35]2[NH:39][C:38]([CH:40]4[CH2:44][CH2:43][CH2:42][N:41]4[C:45](=[O:55])[C@@H:46]([NH:50][C:51](=[O:54])[O:52][CH3:53])[CH:47]([CH3:49])[CH3:48])=[N:37][CH:36]=2)=[CH:29][CH:28]=3)[CH2:12][C@@H:11]2[CH2:56][CH2:57][CH2:58][C@H:10]12)=[O:8])=[O:4].[CH3:62][O:63][C:64](N[C@@H](C(C)C)C(O)=O)=O. No catalyst specified. The product is [CH3:1][O:2][C:3]([NH:5][C@@H:6]([CH:59]([CH3:61])[CH3:60])[C:7]([N:9]1[C@H:13]([C:14]2[NH:18][C:17]3[C:19]4[C:24]([CH:25]=[CH:26][C:16]=3[N:15]=2)=[CH:23][C:22]2[C:27]3[C:32]([CH2:33][O:34][C:21]=2[CH:20]=4)=[CH:31][C:30]([C:35]2[NH:39][C:38]([CH:40]4[CH2:44][CH2:43][CH2:42][N:41]4[C:45](=[O:55])[C@@H:46]([NH:50][C:51](=[O:54])[O:52][CH3:53])[CH:47]4[CH2:49][CH2:64][O:63][CH2:62][CH2:48]4)=[N:37][CH:36]=2)=[CH:29][CH:28]=3)[CH2:12][C@@H:11]2[CH2:56][CH2:57][CH2:58][C@H:10]12)=[O:8])=[O:4]. The yield is 0.560. (2) The reactants are [CH2:1]([N:8]1[CH2:13][CH:12]2[CH:10]([C:11]2([CH3:23])[C:14]2[CH:19]=[CH:18][CH:17]=[C:16]([N+:20]([O-])=O)[CH:15]=2)[C:9]1=[O:24])[C:2]1[CH:7]=[CH:6][CH:5]=[CH:4][CH:3]=1.O.[Cl-].[Ca+2].[Cl-]. The catalyst is C(O)C.[Fe]. The product is [NH2:20][C:16]1[CH:15]=[C:14]([C:11]2([CH3:23])[CH:10]3[CH:12]2[CH2:13][N:8]([CH2:1][C:2]2[CH:3]=[CH:4][CH:5]=[CH:6][CH:7]=2)[C:9]3=[O:24])[CH:19]=[CH:18][CH:17]=1. The yield is 0.950. (3) The reactants are [NH2:1][C:2]1[C:7]([CH2:8][OH:9])=[CH:6][CH:5]=[C:4]([CH3:10])[N:3]=1. The catalyst is [O-2].[O-2].[Mn+4].C(Cl)Cl. The product is [NH2:1][C:2]1[C:7]([CH:8]=[O:9])=[CH:6][CH:5]=[C:4]([CH3:10])[N:3]=1. The yield is 0.880. (4) The product is [Cl:1][C:2]1[CH:7]=[C:6]([C:8]#[N:9])[CH:5]=[C:4]2[C:3]=1[NH:10][C:13]1[CH2:18][CH2:17][CH:16]([NH:19][C:20](=[O:24])[CH:21]([CH3:22])[CH3:23])[CH2:15][C:14]2=1. No catalyst specified. The yield is 0.500. The reactants are [Cl:1][C:2]1[CH:7]=[C:6]([C:8]#[N:9])[CH:5]=[CH:4][C:3]=1[NH:10]N.O=[C:13]1[CH2:18][CH2:17][CH:16]([NH:19][C:20](=[O:24])[CH:21]([CH3:23])[CH3:22])[CH2:15][CH2:14]1. (5) The reactants are [C:1]1([SH:11])[C:10]2[C:5](=[CH:6][CH:7]=[CH:8][CH:9]=2)[CH:4]=[CH:3][CH:2]=1.C([O-])([O-])=O.[K+].[K+].[CH:18]1[CH:23]=[CH:22][C:21]([CH2:24]Br)=[CH:20][CH:19]=1. The catalyst is CN(C=O)C. The product is [CH2:24]([S:11][C:1]1[C:10]2[C:5](=[CH:6][CH:7]=[CH:8][CH:9]=2)[CH:4]=[CH:3][CH:2]=1)[C:21]1[CH:22]=[CH:23][CH:18]=[CH:19][CH:20]=1. The yield is 0.940.